This data is from Full USPTO retrosynthesis dataset with 1.9M reactions from patents (1976-2016). The task is: Predict the reactants needed to synthesize the given product. Given the product [CH3:6][C:2]([N:7]1[CH:11]=[CH:10][CH:9]=[N:8]1)([CH3:1])[C:3]([O:5][CH2:17][CH3:18])=[O:4], predict the reactants needed to synthesize it. The reactants are: [CH3:1][C:2]([N:7]1[CH:11]=[CH:10][CH:9]=[N:8]1)([CH3:6])[C:3]([OH:5])=[O:4].S(=O)(=O)(O)O.[CH2:17](O)[CH3:18].